From a dataset of Full USPTO retrosynthesis dataset with 1.9M reactions from patents (1976-2016). Predict the reactants needed to synthesize the given product. (1) Given the product [Br:1][C:2]1[CH:3]=[N:4][C:5]2[N:6]([N:8]=[C:9]([C:11]([N:20]3[CH2:19][CH2:18][N:17]4[C:21]([C:24]5[NH:25][N:26]=[N:27][N:28]=5)=[CH:22][CH:23]=[C:16]4[CH:15]3[CH3:14])=[O:13])[CH:10]=2)[CH:7]=1, predict the reactants needed to synthesize it. The reactants are: [Br:1][C:2]1[CH:3]=[N:4][C:5]2[N:6]([N:8]=[C:9]([C:11]([OH:13])=O)[CH:10]=2)[CH:7]=1.[CH3:14][CH:15]1[NH:20][CH2:19][CH2:18][N:17]2[C:21]([C:24]3[NH:28][N:27]=[N:26][N:25]=3)=[CH:22][CH:23]=[C:16]12. (2) Given the product [F:24][C:2]([F:1])([F:23])[CH2:3][O:4][P:5]([CH2:13][C:14]1[CH:19]=[CH:18][C:17]([NH:20][C:26]2[N:31]=[C:30]([NH:32][C:33]3[CH:42]=[CH:41][CH:40]=[CH:39][C:34]=3[C:35](=[O:36])[NH:37][CH3:38])[C:29]([C:43]([F:46])([F:44])[F:45])=[CH:28][N:27]=2)=[C:16]([O:21][CH3:22])[CH:15]=1)(=[O:12])[O:6][CH2:7][C:8]([F:9])([F:10])[F:11], predict the reactants needed to synthesize it. The reactants are: [F:1][C:2]([F:24])([F:23])[CH2:3][O:4][P:5]([CH2:13][C:14]1[CH:19]=[CH:18][C:17]([NH2:20])=[C:16]([O:21][CH3:22])[CH:15]=1)(=[O:12])[O:6][CH2:7][C:8]([F:11])([F:10])[F:9].Cl[C:26]1[N:31]=[C:30]([NH:32][C:33]2[CH:42]=[CH:41][CH:40]=[CH:39][C:34]=2[C:35]([NH:37][CH3:38])=[O:36])[C:29]([C:43]([F:46])([F:45])[F:44])=[CH:28][N:27]=1.